From a dataset of Forward reaction prediction with 1.9M reactions from USPTO patents (1976-2016). Predict the product of the given reaction. (1) Given the reactants Cl.Cl.[F:3][C:4]1[CH:9]=[CH:8][C:7]([CH:10]([C:31]2[CH:36]=[CH:35][C:34]([F:37])=[CH:33][CH:32]=2)[C@H:11]2[N:16]3[CH2:17][CH2:18][N:19]([C:21]([O:23][CH2:24][C:25]4[CH:30]=[CH:29][CH:28]=[CH:27][CH:26]=4)=[O:22])[CH2:20][C@H:15]3[CH2:14][NH:13][CH2:12]2)=[CH:6][CH:5]=1.C(N(CC)CC)C.[C:45](O[C:45]([O:47][C:48]([CH3:51])([CH3:50])[CH3:49])=[O:46])([O:47][C:48]([CH3:51])([CH3:50])[CH3:49])=[O:46], predict the reaction product. The product is: [F:3][C:4]1[CH:9]=[CH:8][C:7]([CH:10]([C:31]2[CH:32]=[CH:33][C:34]([F:37])=[CH:35][CH:36]=2)[C@H:11]2[N:16]3[CH2:17][CH2:18][N:19]([C:21]([O:23][CH2:24][C:25]4[CH:30]=[CH:29][CH:28]=[CH:27][CH:26]=4)=[O:22])[CH2:20][C@H:15]3[CH2:14][N:13]([C:45]([O:47][C:48]([CH3:51])([CH3:50])[CH3:49])=[O:46])[CH2:12]2)=[CH:6][CH:5]=1. (2) Given the reactants [O:1]1[C:6]2[CH:7]=[CH:8][CH:9]=[CH:10][C:5]=2[O:4][CH2:3][CH:2]1[CH2:11][N:12]1[CH2:17][CH2:16][CH2:15][C:14]([CH2:19][O:20][CH3:21])([CH3:18])[CH2:13]1.[CH2:22](I)C, predict the reaction product. The product is: [O:1]1[C:6]2[CH:7]=[CH:8][CH:9]=[CH:10][C:5]=2[O:4][CH2:3][CH:2]1[CH2:11][N:12]1[CH2:17][CH2:16][CH2:15][C:14]([CH2:19][O:20][CH2:21][CH3:22])([CH3:18])[CH2:13]1. (3) Given the reactants Cl[CH2:2][C:3](Cl)=[O:4].C(O)(=O)C.C[O:11][C:12]([C@H:14]1[CH2:19][CH2:18][C@H:17]([CH2:20][NH:21][C:22](=[O:30])[C:23]2[CH:28]=[CH:27][CH:26]=[CH:25][C:24]=2[NH2:29])[CH2:16][CH2:15]1)=[O:13].Cl.[H-].[Na+].[Cl-].[NH4+], predict the reaction product. The product is: [O:4]=[C:3]1[NH:29][C:24]2[CH:25]=[CH:26][CH:27]=[CH:28][C:23]=2[C:22](=[O:30])[N:21]([CH2:20][C@H:17]2[CH2:18][CH2:19][C@H:14]([C:12]([OH:13])=[O:11])[CH2:15][CH2:16]2)[CH2:2]1. (4) Given the reactants [F:1][C:2]([F:32])([F:31])[C:3]1[CH:26]=[C:25]([C:27]([F:30])([F:29])[F:28])[CH:24]=[CH:23][C:4]=1[CH2:5][N:6]1[CH2:11][CH2:10][CH:9](/[CH:12]=[C:13]2/[C:14]([NH:19][CH2:20][C:21]#[CH:22])=[N:15][C:16](=[O:18])[S:17]/2)[CH2:8][CH2:7]1.[C:33]([OH:42])(=[O:41])[C@@H:34]([C@H:36]([C:38]([OH:40])=[O:39])[OH:37])[OH:35], predict the reaction product. The product is: [C:38]([CH:36]([CH:34]([C:33]([OH:42])=[O:41])[OH:35])[OH:37])([OH:40])=[O:39].[F:32][C:2]([F:1])([F:31])[C:3]1[CH:26]=[C:25]([C:27]([F:29])([F:30])[F:28])[CH:24]=[CH:23][C:4]=1[CH2:5][N:6]1[CH2:7][CH2:8][CH:9](/[CH:12]=[C:13]2/[C:14]([NH:19][CH2:20][C:21]#[CH:22])=[N:15][C:16](=[O:18])[S:17]/2)[CH2:10][CH2:11]1. (5) Given the reactants [CH3:1][O:2][CH2:3][O:4][C:5]1[CH:6]=[C:7]([CH2:11][C:12]([O:14][CH2:15][CH3:16])=[O:13])[CH:8]=[CH:9][CH:10]=1.[H-].[Na+].I[CH3:20].O, predict the reaction product. The product is: [CH3:1][O:2][CH2:3][O:4][C:5]1[CH:6]=[C:7]([CH:11]([CH3:20])[C:12]([O:14][CH2:15][CH3:16])=[O:13])[CH:8]=[CH:9][CH:10]=1.